Binary Classification. Given a drug SMILES string, predict its activity (active/inactive) in a high-throughput screening assay against a specified biological target. From a dataset of M1 muscarinic receptor antagonist screen with 61,756 compounds. (1) The drug is S(CC(=O)Nc1c(OCC)cccc1)c1ccccc1. The result is 0 (inactive). (2) The molecule is O=C1CC(CC=2N(C(N)=C(C(C12)c1cccnc1)C#N)c1ccc(OC)cc1)(C)C. The result is 0 (inactive). (3) The drug is S1(=O)(=O)N(c2c3c1cccc3ccc2)C(C)C(=O)NCc1cc2OCOc2cc1. The result is 0 (inactive).